The task is: Regression. Given a peptide amino acid sequence and an MHC pseudo amino acid sequence, predict their binding affinity value. This is MHC class II binding data.. This data is from Peptide-MHC class II binding affinity with 134,281 pairs from IEDB. (1) The peptide sequence is MTETLLVQNANPDCKTIL. The MHC is DRB1_1501 with pseudo-sequence DRB1_1501. The binding affinity (normalized) is 0.0335. (2) The peptide sequence is LPAIVREAIKRRLRT. The MHC is DRB1_0301 with pseudo-sequence DRB1_0301. The binding affinity (normalized) is 0.615.